Dataset: Forward reaction prediction with 1.9M reactions from USPTO patents (1976-2016). Task: Predict the product of the given reaction. (1) Given the reactants [CH2:1]([C:5]1[CH:10]=[CH:9][C:8]([C:11]#[C:12][C:13]2[CH:37]=[CH:36][C:16]([CH2:17][N:18]([CH2:30][CH2:31][CH2:32][CH2:33][CH2:34][CH3:35])[C:19]3[CH:20]=[CH:21][C:22]([F:29])=[C:23]([CH:28]=3)[C:24]([O:26]C)=[O:25])=[CH:15][CH:14]=2)=[CH:7][CH:6]=1)[CH2:2][CH2:3][CH3:4].[OH-].[Na+].Cl.O, predict the reaction product. The product is: [CH2:1]([C:5]1[CH:6]=[CH:7][C:8]([C:11]#[C:12][C:13]2[CH:37]=[CH:36][C:16]([CH2:17][N:18]([CH2:30][CH2:31][CH2:32][CH2:33][CH2:34][CH3:35])[C:19]3[CH:20]=[CH:21][C:22]([F:29])=[C:23]([CH:28]=3)[C:24]([OH:26])=[O:25])=[CH:15][CH:14]=2)=[CH:9][CH:10]=1)[CH2:2][CH2:3][CH3:4]. (2) Given the reactants Br.[NH2:2][C@@H:3]1[CH2:8][CH2:7][CH2:6][N:5]([C:9]2[C:14]([Br:15])=[CH:13][N:12]=[C:11]3[NH:16][CH:17]=[C:18]([NH:19][C:20]([CH:22]4[CH2:24][CH2:23]4)=[O:21])[C:10]=23)[CH2:4]1, predict the reaction product. The product is: [CH3:20][OH:21].[BrH:15].[NH2:2][C@@H:3]1[CH2:8][CH2:7][CH2:6][N:5]([C:9]2[C:14]([Br:15])=[CH:13][N:12]=[C:11]3[NH:16][CH:17]=[C:18]([NH:19][C:20]([CH:22]4[CH2:23][CH2:24]4)=[O:21])[C:10]=23)[CH2:4]1. (3) Given the reactants [C:1]([O:5][C:6]([N:8]1[CH2:15][C:14]([F:17])([F:16])[CH2:13][C@H:9]1[C:10](O)=[O:11])=[O:7])([CH3:4])([CH3:3])[CH3:2].O.ON1C2C=CC=CC=2N=N1.Cl.[CH2:30]([N:32]=[C:33]=NCCCN(C)C)C.CNC.C(=O)([O-])[O-].[K+].[K+], predict the reaction product. The product is: [CH3:30][N:32]([CH3:33])[C:10]([C@@H:9]1[CH2:13][C:14]([F:17])([F:16])[CH2:15][N:8]1[C:6]([O:5][C:1]([CH3:4])([CH3:3])[CH3:2])=[O:7])=[O:11]. (4) Given the reactants Br[C:2]1[CH:3]=[C:4]2[CH:10]=[CH:9][NH:8][C:5]2=[N:6][CH:7]=1.[CH:11]([C:13]1[CH:14]=[C:15](B(O)O)[CH:16]=[CH:17][CH:18]=1)=[O:12].C(OCC)(=O)C, predict the reaction product. The product is: [NH:8]1[C:5]2=[N:6][CH:7]=[C:2]([C:17]3[CH:18]=[C:13]([CH:14]=[CH:15][CH:16]=3)[CH:11]=[O:12])[CH:3]=[C:4]2[CH:10]=[CH:9]1. (5) Given the reactants C([O:3][CH:4](OCC)[CH2:5][CH2:6][CH2:7][N:8]1[C:20]2[C:19]3[CH:18]=[CH:17][CH:16]=[CH:15][C:14]=3[N:13]=[CH:12][C:11]=2[N:10]=[C:9]1[CH2:21][CH2:22][CH3:23])C.Cl.C(=O)([O-])[O-].[K+].[K+], predict the reaction product. The product is: [CH2:21]([C:9]1[N:8]([CH2:7][CH2:6][CH2:5][CH:4]=[O:3])[C:20]2[C:19]3[CH:18]=[CH:17][CH:16]=[CH:15][C:14]=3[N:13]=[CH:12][C:11]=2[N:10]=1)[CH2:22][CH3:23]. (6) Given the reactants [C:1]([O:5][C:6]([N:8]1[CH2:13][CH2:12][CH2:11][C@H:10]([C:14]2[O:18][N:17]=[C:16](Br)[N:15]=2)[CH2:9]1)=[O:7])([CH3:4])([CH3:3])[CH3:2].[C:20]1([OH:26])[CH:25]=[CH:24][CH:23]=[CH:22][CH:21]=1.C([O-])([O-])=O.[Cs+].[Cs+], predict the reaction product. The product is: [C:1]([O:5][C:6]([N:8]1[CH2:13][CH2:12][CH2:11][C@H:10]([C:14]2[O:18][N:17]=[C:16]([O:26][C:20]3[CH:25]=[CH:24][CH:23]=[CH:22][CH:21]=3)[N:15]=2)[CH2:9]1)=[O:7])([CH3:4])([CH3:3])[CH3:2]. (7) Given the reactants C[O:2][C:3](=[O:29])[C:4]1[CH:9]=[CH:8][C:7]([CH:10]([O:15][C:16]2[CH:21]=[CH:20][C:19]([Br:22])=[C:18]([CH:23]3[O:28][CH2:27][CH2:26][CH2:25][O:24]3)[CH:17]=2)[CH2:11][CH:12]([CH3:14])[CH3:13])=[CH:6][CH:5]=1.[OH-].[Na+], predict the reaction product. The product is: [Br:22][C:19]1[CH:20]=[CH:21][C:16]([O:15][CH:10]([C:7]2[CH:8]=[CH:9][C:4]([C:3]([OH:29])=[O:2])=[CH:5][CH:6]=2)[CH2:11][CH:12]([CH3:13])[CH3:14])=[CH:17][C:18]=1[CH:23]1[O:24][CH2:25][CH2:26][CH2:27][O:28]1.